From a dataset of Full USPTO retrosynthesis dataset with 1.9M reactions from patents (1976-2016). Predict the reactants needed to synthesize the given product. Given the product [NH2:1][C:2]1[CH:9]=[CH:8][C:7]([S:10][C:11]#[N:12])=[CH:6][C:3]=1[C:4]#[N:5], predict the reactants needed to synthesize it. The reactants are: [NH2:1][C:2]1[CH:9]=[CH:8][CH:7]=[CH:6][C:3]=1[C:4]#[N:5].[S-:10][C:11]#[N:12].[K+].BrBr.O.